This data is from Catalyst prediction with 721,799 reactions and 888 catalyst types from USPTO. The task is: Predict which catalyst facilitates the given reaction. (1) Reactant: [CH3:1][O:2][C:3]1[CH:11]=[C:10]([N+:12]([O-:14])=[O:13])[CH:9]=[CH:8][C:4]=1[C:5]([OH:7])=O.[O:15]1[CH2:18][CH:17]([N:19]2[CH2:24][CH2:23][NH:22][CH2:21][CH2:20]2)[CH2:16]1.C(N(CC)C(C)C)(C)C.CCCP(=O)=O. Product: [CH3:1][O:2][C:3]1[CH:11]=[C:10]([N+:12]([O-:14])=[O:13])[CH:9]=[CH:8][C:4]=1[C:5]([N:22]1[CH2:23][CH2:24][N:19]([CH:17]2[CH2:18][O:15][CH2:16]2)[CH2:20][CH2:21]1)=[O:7]. The catalyst class is: 9. (2) Reactant: [CH2:1]([O:3][C:4]1[CH:9]=[CH:8][C:7]([N:10]2[C:15](=[O:16])[C:14]3[CH:17]=[CH:18][CH:19]=[N:20][C:13]=3[N:12]=[C:11]2[C@H:21]([N:23]([CH:38]2[CH2:43][CH2:42][N:41]([CH:44]([CH3:46])[CH3:45])[CH2:40][CH2:39]2)[C:24](=[O:37])[CH2:25][C:26]2[CH:31]=[CH:30][C:29]([F:32])=[C:28]([C:33]([F:36])([F:35])[F:34])[CH:27]=2)[CH3:22])=[CH:6][CH:5]=1)[CH3:2]. Product: [CH2:1]([O:3][C:4]1[CH:9]=[CH:8][C:7]([N:10]2[C:15](=[O:16])[C:14]3[CH2:17][CH2:18][CH2:19][NH:20][C:13]=3[N:12]=[C:11]2[C@H:21]([N:23]([CH:38]2[CH2:43][CH2:42][N:41]([CH:44]([CH3:45])[CH3:46])[CH2:40][CH2:39]2)[C:24](=[O:37])[CH2:25][C:26]2[CH:31]=[CH:30][C:29]([F:32])=[C:28]([C:33]([F:35])([F:34])[F:36])[CH:27]=2)[CH3:22])=[CH:6][CH:5]=1)[CH3:2]. The catalyst class is: 5. (3) Reactant: [Br:1][C:2]1[CH:3]=[C:4]2[C:9](=[CH:10][CH:11]=1)[CH:8]=[C:7]([C:12]1[NH:16][C:15]([CH:17]3[CH2:21][CH2:20][CH2:19][NH:18]3)=[N:14][CH:13]=1)[CH:6]=[CH:5]2.[CH3:22][O:23][C:24]([NH:26][CH:27]([CH:31]([CH3:33])[CH3:32])[C:28](O)=[O:29])=[O:25].CN(C(ON1N=NC2C=CC=NC1=2)=[N+](C)C)C.F[P-](F)(F)(F)(F)F.CN1CCOCC1. Product: [CH3:22][O:23][C:24](=[O:25])[NH:26][CH:27]([C:28]([N:18]1[CH2:19][CH2:20][CH2:21][CH:17]1[C:15]1[NH:16][C:12]([C:7]2[CH:6]=[CH:5][C:4]3[C:9](=[CH:10][CH:11]=[C:2]([Br:1])[CH:3]=3)[CH:8]=2)=[CH:13][N:14]=1)=[O:29])[CH:31]([CH3:33])[CH3:32]. The catalyst class is: 3.